This data is from Full USPTO retrosynthesis dataset with 1.9M reactions from patents (1976-2016). The task is: Predict the reactants needed to synthesize the given product. (1) Given the product [Br:13][C:14]1[CH:19]=[CH:18][CH:17]=[C:16]([N+:20]([O-:22])=[O:21])[C:15]=1[O:23][CH:25]([CH3:27])[CH3:26], predict the reactants needed to synthesize it. The reactants are: C(=O)([O-])[O-].[K+].[K+].C(=O)([O-])[O-].[Cs+].[Cs+].[Br:13][C:14]1[CH:19]=[CH:18][CH:17]=[C:16]([N+:20]([O-:22])=[O:21])[C:15]=1[OH:23].I[CH:25]([CH3:27])[CH3:26]. (2) The reactants are: ClC(Cl)(OC(=O)[O:6][C:7]([Cl:10])(Cl)Cl)Cl.[Cl:13][C:14]1[CH:15]=[C:16]([CH:21]2[CH2:25][NH:24][CH2:23][CH:22]2[CH:26]([O:28][C:29]2[CH:34]=[CH:33][C:32]([C:35]([F:38])([F:37])[F:36])=[CH:31][N:30]=2)[CH3:27])[CH:17]=[CH:18][C:19]=1[Cl:20].N1C=CC=CC=1.CCOC(C)=O. Given the product [Cl:13][C:14]1[CH:15]=[C:16]([CH:21]2[CH:22]([CH:26]([O:28][C:29]3[CH:34]=[CH:33][C:32]([C:35]([F:38])([F:36])[F:37])=[CH:31][N:30]=3)[CH3:27])[CH2:23][N:24]([C:7]([Cl:10])=[O:6])[CH2:25]2)[CH:17]=[CH:18][C:19]=1[Cl:20], predict the reactants needed to synthesize it.